Dataset: Catalyst prediction with 721,799 reactions and 888 catalyst types from USPTO. Task: Predict which catalyst facilitates the given reaction. (1) Product: [C:13]([O:17][C:18]([NH:20][C@@H:21]([CH2:22][C:23]1[CH:24]=[CH:25][C:26]([N:6]2[C:5](=[O:10])[CH:4]=[C:3]([C:2]([F:1])([F:11])[F:12])[NH:8][C:7]2=[O:9])=[CH:27][CH:28]=1)[C:32]([O:34][CH3:35])=[O:33])=[O:19])([CH3:16])([CH3:14])[CH3:15]. Reactant: [F:1][C:2]([F:12])([F:11])[C:3]1[NH:8][C:7](=[O:9])[NH:6][C:5](=[O:10])[CH:4]=1.[C:13]([O:17][C:18]([NH:20][C@H:21]([C:32]([O:34][CH3:35])=[O:33])[CH2:22][C:23]1[CH:28]=[CH:27][C:26](B(O)O)=[CH:25][CH:24]=1)=[O:19])([CH3:16])([CH3:15])[CH3:14].C(N(CC)CC)C. The catalyst class is: 302. (2) Reactant: [C:1]([O:5][C:6]([N:8]1[CH2:13][CH2:12][CH:11]([C:14]([O:16][CH2:17][CH3:18])=[O:15])[CH2:10][CH2:9]1)=[O:7])([CH3:4])([CH3:3])[CH3:2].[Li+].CC([N-]C(C)C)C.[F:27][C:28]([F:34])([F:33])S([O-])(=O)=O.[F:27][C:28]([F:34])([F:33])[S+]1C2C=CC=CC=2C2C=CC=CC1=2. Product: [C:1]([O:5][C:6]([N:8]1[CH2:13][CH2:12][C:11]([C:28]([F:34])([F:33])[F:27])([C:14]([O:16][CH2:17][CH3:18])=[O:15])[CH2:10][CH2:9]1)=[O:7])([CH3:4])([CH3:3])[CH3:2]. The catalyst class is: 1. (3) Reactant: O[CH2:2][CH:3]1[CH:7]2[CH2:8][CH2:9][CH2:10][CH:6]2[CH2:5][N:4]1[C:11]([C:13]1[CH:18]=[C:17]([CH3:19])[CH:16]=[CH:15][C:14]=1[N:20]1[N:24]=[CH:23][CH:22]=[N:21]1)=[O:12].[C:25]1(=[O:35])[NH:29][C:28](=[O:30])[C:27]2=[CH:31][CH:32]=[CH:33][CH:34]=[C:26]12.C1C=CC(P(C2C=CC=CC=2)C2C=CC=CC=2)=CC=1.CC(OC(/N=N/C(OC(C)C)=O)=O)C. Product: [CH3:19][C:17]1[CH:16]=[CH:15][C:14]([N:20]2[N:21]=[CH:22][CH:23]=[N:24]2)=[C:13]([CH:18]=1)[C:11]([N:4]1[CH2:5][CH:6]2[CH2:10][CH2:9][CH2:8][CH:7]2[CH:3]1[CH2:2][N:29]1[C:25](=[O:35])[C:26]2[C:27](=[CH:31][CH:32]=[CH:33][CH:34]=2)[C:28]1=[O:30])=[O:12]. The catalyst class is: 1. (4) Reactant: [H-].[Na+].[O:3]([CH2:10][C:11]1[CH:20]=[C:14]2[C:15](=[O:19])[NH:16][CH2:17][CH2:18][N:13]2[N:12]=1)[C:4]1[CH:9]=[CH:8][CH:7]=[CH:6][CH:5]=1.Br[CH2:22][C:23]1[CH:28]=[CH:27][CH:26]=[C:25]([O:29][CH3:30])[N:24]=1.O. Product: [CH3:30][O:29][C:25]1[N:24]=[C:23]([CH2:22][N:16]2[CH2:17][CH2:18][N:13]3[N:12]=[C:11]([CH2:10][O:3][C:4]4[CH:5]=[CH:6][CH:7]=[CH:8][CH:9]=4)[CH:20]=[C:14]3[C:15]2=[O:19])[CH:28]=[CH:27][CH:26]=1. The catalyst class is: 3. (5) Reactant: [NH2:1][C@@H:2]([CH2:26][C:27]1[CH:32]=[CH:31][CH:30]=[CH:29][CH:28]=1)[C@H:3]([OH:25])[CH2:4][CH:5]([O:19][CH:20]1[CH2:24][CH2:23][CH2:22][CH2:21]1)[S:6]([C:9]1[CH:10]=[C:11]2[C:16](=[CH:17][CH:18]=1)[N:15]=[CH:14][CH:13]=[N:12]2)(=[O:8])=[O:7].[C:33](=O)([O:42][C@H:43]1[CH2:47][CH2:46][O:45][CH2:44]1)[O:34]N1C(=O)CCC1=O.C(N(CC)C(C)C)(C)C. Product: [CH2:26]([C@H:2]([NH:1][C:33](=[O:34])[O:42][C@H:43]1[CH2:47][CH2:46][O:45][CH2:44]1)[C@H:3]([OH:25])[CH2:4][CH:5]([O:19][CH:20]1[CH2:21][CH2:22][CH2:23][CH2:24]1)[S:6]([C:9]1[CH:10]=[C:11]2[C:16](=[CH:17][CH:18]=1)[N:15]=[CH:14][CH:13]=[N:12]2)(=[O:7])=[O:8])[C:27]1[CH:28]=[CH:29][CH:30]=[CH:31][CH:32]=1. The catalyst class is: 10.